This data is from Catalyst prediction with 721,799 reactions and 888 catalyst types from USPTO. The task is: Predict which catalyst facilitates the given reaction. Reactant: I[C:2]1[CH:7]=[C:6]([N:8]2[CH2:13][CH2:12][N:11]([CH3:14])[CH2:10][CH2:9]2)[N:5]=[CH:4][C:3]=1[NH:15][C:16](=[O:21])[C:17]([CH3:20])([CH3:19])[CH3:18].C(=O)([O-])[O-].[Na+].[Na+].[C:28]1([CH3:37])[CH:33]=[CH:32][CH:31]=[CH:30][C:29]=1B(O)O. Product: [CH3:18][C:17]([CH3:20])([CH3:19])[C:16]([NH:15][C:3]1[CH:4]=[N:5][C:6]([N:8]2[CH2:13][CH2:12][N:11]([CH3:14])[CH2:10][CH2:9]2)=[CH:7][C:2]=1[C:29]1[CH:30]=[CH:31][CH:32]=[CH:33][C:28]=1[CH3:37])=[O:21]. The catalyst class is: 206.